This data is from Full USPTO retrosynthesis dataset with 1.9M reactions from patents (1976-2016). The task is: Predict the reactants needed to synthesize the given product. (1) Given the product [OH:28][C:27]1[C:26]2[C:21](=[N:22][CH:23]=[CH:24][CH:25]=2)[N:20]([CH3:29])[C:19](=[O:30])[C:18]=1[C:15](=[O:17])[CH:16]=[CH:10][C:9]1[CH:12]=[CH:13][CH:14]=[C:7]([NH:6][C:4](=[O:5])[CH2:3][O:2][CH3:1])[CH:8]=1, predict the reactants needed to synthesize it. The reactants are: [CH3:1][O:2][CH2:3][C:4]([NH:6][C:7]1[CH:8]=[C:9]([CH:12]=[CH:13][CH:14]=1)[CH:10]=O)=[O:5].[C:15]([C:18]1[C:19](=[O:30])[N:20]([CH3:29])[C:21]2[C:26]([C:27]=1[OH:28])=[CH:25][CH:24]=[CH:23][N:22]=2)(=[O:17])[CH3:16].N1CCCCC1. (2) Given the product [C:1]([O:5][C:6](=[O:7])[NH:8][C:9]1[CH:10]=[C:11]([O:27][CH3:28])[C:12]([CH2:20][N:21]2[CH2:22][CH2:23][O:24][CH2:25][CH2:26]2)=[C:13]([O:18][CH3:19])[C:14]=1[C:15](=[O:16])[NH2:31])([CH3:4])([CH3:3])[CH3:2], predict the reactants needed to synthesize it. The reactants are: [C:1]([O:5][C:6]([NH:8][C:9]1[C:14]([C:15](O)=[O:16])=[C:13]([O:18][CH3:19])[C:12]([CH2:20][N:21]2[CH2:26][CH2:25][O:24][CH2:23][CH2:22]2)=[C:11]([O:27][CH3:28])[CH:10]=1)=[O:7])([CH3:4])([CH3:3])[CH3:2].Cl.C[N:31](C)CCCN=C=NCC.C1C=CC2N(O)N=NC=2C=1.C(N(CC)CC)C.N.